From a dataset of Catalyst prediction with 721,799 reactions and 888 catalyst types from USPTO. Predict which catalyst facilitates the given reaction. (1) Reactant: [Cl:1][C:2]1[CH:7]=[CH:6][C:5]([NH:8][C:9]2[C:14]([N+:15]([O-])=O)=[CH:13][N:12]=[C:11]([Cl:18])[N:10]=2)=[CH:4][C:3]=1[F:19].[Sn](Cl)Cl.C(=O)([O-])[O-].[Na+].[Na+]. Product: [Cl:18][C:11]1[N:10]=[C:9]([NH:8][C:5]2[CH:6]=[CH:7][C:2]([Cl:1])=[C:3]([F:19])[CH:4]=2)[C:14]([NH2:15])=[CH:13][N:12]=1. The catalyst class is: 336. (2) Reactant: [F:1][C:2]([F:23])([F:22])[C:3]([N:5]1[CH2:15][CH:14]2[CH2:16][CH2:17][CH:7]([C:8]3[CH:9]=[C:10]([N+:19]([O-])=O)[C:11]([OH:18])=[CH:12][C:13]=32)[CH2:6]1)=[O:4]. Product: [F:23][C:2]([F:1])([F:22])[C:3]([N:5]1[CH2:15][CH:14]2[CH2:16][CH2:17][CH:7]([C:8]3[CH:9]=[C:10]([NH2:19])[C:11]([OH:18])=[CH:12][C:13]=32)[CH2:6]1)=[O:4]. The catalyst class is: 29. (3) The catalyst class is: 1. Product: [C:1]1([C:7]2[N:12]=[C:11]([C:13]([OH:15])=[O:14])[CH:10]=[N:9][CH:8]=2)[CH:2]=[CH:3][CH:4]=[CH:5][CH:6]=1. Reactant: [C:1]1([C:7]2[N:12]=[C:11]([C:13]([O-:15])=[O:14])[CH:10]=[N:9][CH:8]=2)[CH:6]=[CH:5][CH:4]=[CH:3][CH:2]=1.[Li+].[OH-].Cl. (4) Reactant: C(OC(=O)[NH:10][C@@H:11]([CH:39]1[CH2:44][CH2:43][C:42]([F:46])([F:45])[CH2:41][CH2:40]1)[C:12]([N:14]1[C@H:19]([C:20](=[O:32])[NH:21][C@H:22]2[C:31]3[C:26](=[CH:27][CH:28]=[CH:29][CH:30]=3)[O:25][CH2:24][CH2:23]2)[CH2:18][N:17]2[CH2:33][C@H:34]([O:36][CH2:37][CH3:38])[CH2:35][C@@H:16]2[CH2:15]1)=[O:13])C1C=CC=CC=1.[ClH:48].CO. Product: [ClH:48].[ClH:48].[NH2:10][C@@H:11]([CH:39]1[CH2:44][CH2:43][C:42]([F:45])([F:46])[CH2:41][CH2:40]1)[C:12]([N:14]1[C@H:19]([C:20]([NH:21][C@H:22]2[C:31]3[C:26](=[CH:27][CH:28]=[CH:29][CH:30]=3)[O:25][CH2:24][CH2:23]2)=[O:32])[CH2:18][N:17]2[CH2:33][C@H:34]([O:36][CH2:37][CH3:38])[CH2:35][C@@H:16]2[CH2:15]1)=[O:13]. The catalyst class is: 723. (5) Reactant: [Cl:1][C:2]1[CH:3]=[C:4]2[C:9](=[CH:10][CH:11]=1)[NH:8][CH:7]([C:12]1[CH:13]=[C:14]([NH2:18])[CH:15]=[CH:16][CH:17]=1)[CH2:6][C:5]2([CH3:20])[CH3:19].[CH3:21][S:22](Cl)(=[O:24])=[O:23]. Product: [Cl:1][C:2]1[CH:3]=[C:4]2[C:9](=[CH:10][CH:11]=1)[NH:8][CH:7]([C:12]1[CH:13]=[C:14]([NH:18][S:22]([CH3:21])(=[O:24])=[O:23])[CH:15]=[CH:16][CH:17]=1)[CH2:6][C:5]2([CH3:20])[CH3:19]. The catalyst class is: 17. (6) Reactant: Br.[OH:2][C:3]1[CH:4]=[CH:5][C:6]2[CH2:7][C@H:8]3[NH:19][CH2:18][CH2:17][C@@:14]4([C:15]=2[CH:16]=1)[C@H:9]3[CH2:10][CH2:11][CH2:12][CH2:13]4.[OH-].[Na+].[C:22](O[C:22]([O:24][C:25]([CH3:28])([CH3:27])[CH3:26])=[O:23])([O:24][C:25]([CH3:28])([CH3:27])[CH3:26])=[O:23]. Product: [OH:2][C:3]1[CH:4]=[CH:5][C:6]2[CH2:7][C@H:8]3[N:19]([C:22]([O:24][C:25]([CH3:28])([CH3:27])[CH3:26])=[O:23])[CH2:18][CH2:17][C@@:14]4([C:15]=2[CH:16]=1)[C@H:9]3[CH2:10][CH2:11][CH2:12][CH2:13]4. The catalyst class is: 38.